From a dataset of Forward reaction prediction with 1.9M reactions from USPTO patents (1976-2016). Predict the product of the given reaction. (1) The product is: [NH:5]([C:6]1[CH:7]=[CH:8][C:9]([O:12][CH3:13])=[N:10][CH:11]=1)[NH2:1]. Given the reactants [N:1]([O-])=O.[Na+].[NH2:5][C:6]1[CH:7]=[CH:8][C:9]([O:12][CH3:13])=[N:10][CH:11]=1.O.O.[Sn](Cl)Cl.[OH-].[Na+], predict the reaction product. (2) Given the reactants C[O:2][C:3]([C:5]1[CH:6]=[N:7][C:8]([C:11](=[O:18])[C:12]2[CH:17]=[CH:16][CH:15]=[CH:14][CH:13]=2)=[N:9][CH:10]=1)=[O:4].[Li+].[OH-], predict the reaction product. The product is: [C:11]([C:8]1[N:9]=[CH:10][C:5]([C:3]([OH:4])=[O:2])=[CH:6][N:7]=1)(=[O:18])[C:12]1[CH:17]=[CH:16][CH:15]=[CH:14][CH:13]=1. (3) Given the reactants [CH:1](O)=[O:2].C(OC(=O)C)(=O)C.[NH2:11][C:12]1[NH:13][CH:14]=[C:15]([C:20]2[CH:25]=[CH:24][C:23]([N+:26]([O-:28])=[O:27])=[CH:22][CH:21]=2)[C:16]=1[C:17]([NH2:19])=[O:18].O, predict the reaction product. The product is: [CH:1]([NH:11][C:12]1[NH:13][CH:14]=[C:15]([C:20]2[CH:21]=[CH:22][C:23]([N+:26]([O-:28])=[O:27])=[CH:24][CH:25]=2)[C:16]=1[C:17]([NH2:19])=[O:18])=[O:2]. (4) Given the reactants [Li+].[OH-].[CH3:3][O:4][C:5]1[CH:25]=[CH:24][C:8]([CH2:9][N:10]2[CH:14]=[C:13]([C:15]([O:17]CC)=[O:16])[C:12]([C:20]([F:23])([F:22])[F:21])=[N:11]2)=[CH:7][CH:6]=1.Cl, predict the reaction product. The product is: [CH3:3][O:4][C:5]1[CH:6]=[CH:7][C:8]([CH2:9][N:10]2[CH:14]=[C:13]([C:15]([OH:17])=[O:16])[C:12]([C:20]([F:21])([F:22])[F:23])=[N:11]2)=[CH:24][CH:25]=1. (5) Given the reactants [C:1]([NH:9][C:10]1[CH:22]=[C:21]([C:23]2[CH:28]=[CH:27][C:26]([OH:29])=[C:25]([Cl:30])[CH:24]=2)[CH:20]=[CH:19][C:11]=1[C:12]([O:14]C(C)(C)C)=[O:13])(=[O:8])[C:2]1[CH:7]=[CH:6][CH:5]=[CH:4][CH:3]=1, predict the reaction product. The product is: [C:1]([NH:9][C:10]1[CH:22]=[C:21]([C:23]2[CH:28]=[CH:27][C:26]([OH:29])=[C:25]([Cl:30])[CH:24]=2)[CH:20]=[CH:19][C:11]=1[C:12]([OH:14])=[O:13])(=[O:8])[C:2]1[CH:3]=[CH:4][CH:5]=[CH:6][CH:7]=1. (6) Given the reactants [CH3:1][C:2]([C:4]1[C:9]([O:10][CH3:11])=[CH:8][CH:7]=[CH:6][C:5]=1[OH:12])=[O:3].S(Cl)([Cl:16])(=O)=O, predict the reaction product. The product is: [Cl:16][C:8]1[C:9]([O:10][CH3:11])=[C:4]([C:2](=[O:3])[CH3:1])[C:5]([OH:12])=[CH:6][CH:7]=1. (7) Given the reactants [CH3:13][CH:12]([O:11][C:9](/[N:8]=[N:8]/[C:9]([O:11][CH:12]([CH3:14])[CH3:13])=[O:10])=[O:10])[CH3:14].[N+:15]([C:18]1[CH:23]=[CH:22][C:21]([OH:24])=[CH:20][CH:19]=1)([O-:17])=[O:16].[CH:25]1[CH:30]=CC(P(C2C=CC=CC=2)C2C=CC=CC=2)=C[CH:26]=1.[CH2:44]1COCC1, predict the reaction product. The product is: [N+:15]([C:18]1[CH:23]=[CH:22][C:21]([O:24][CH2:26][CH2:25][CH2:30][NH:8][C:9](=[O:10])[O:11][C:12]([CH3:13])([CH3:14])[CH3:44])=[CH:20][CH:19]=1)([O-:17])=[O:16].